Dataset: Reaction yield outcomes from USPTO patents with 853,638 reactions. Task: Predict the reaction yield, written as a fraction of the theoretical maximum amount of product (1.0 means a 100% yield; for example, 0.34 means a 34% yield). (1) The reactants are [CH2:1]([C:5]1[N:6]=[C:7]([CH2:27][CH3:28])[NH:8][C:9](=[O:26])[C:10]=1[CH2:11][C:12]1[CH:17]=[CH:16][C:15]([C:18]2[C:19]([C:24]#[N:25])=[CH:20][CH:21]=[CH:22][CH:23]=2)=[CH:14][CH:13]=1)[CH2:2][CH2:3][CH3:4].[CH2:29](Br)[C:30]1[CH:35]=[CH:34][CH:33]=[CH:32][CH:31]=1.C(=O)([O-])[O-].[Cs+].[Cs+]. The catalyst is CN(C)C(=O)C.C(OCC)(=O)C. The product is [CH2:29]([N:8]1[C:9](=[O:26])[C:10]([CH2:11][C:12]2[CH:17]=[CH:16][C:15]([C:18]3[C:19]([C:24]#[N:25])=[CH:20][CH:21]=[CH:22][CH:23]=3)=[CH:14][CH:13]=2)=[C:5]([CH2:1][CH2:2][CH2:3][CH3:4])[N:6]=[C:7]1[CH2:27][CH3:28])[C:30]1[CH:35]=[CH:34][CH:33]=[CH:32][CH:31]=1. The yield is 0.590. (2) The reactants are [Cl:1][C:2]1[CH:27]=[CH:26][CH:25]=[CH:24][C:3]=1[C:4]([NH:6][C:7](=[O:23])[NH:8][C:9]1[S:10][C:11]2[CH:17]=[C:16]([S:18]([CH:21]=[CH2:22])(=[O:20])=[O:19])[CH:15]=[CH:14][C:12]=2[N:13]=1)=[O:5].[CH3:28][O-:29].[Na+]. The catalyst is C1COCC1. The product is [Cl:1][C:2]1[CH:27]=[CH:26][CH:25]=[CH:24][C:3]=1[C:4]([NH:6][C:7](=[O:23])[NH:8][C:9]1[S:10][C:11]2[CH:17]=[C:16]([S:18]([CH2:21][CH2:22][O:29][CH3:28])(=[O:20])=[O:19])[CH:15]=[CH:14][C:12]=2[N:13]=1)=[O:5]. The yield is 0.440. (3) The reactants are C[O:2][C:3](=[O:37])[CH2:4][CH2:5][C:6](=[O:36])[CH2:7][O:8][C:9]1[CH:14]=[CH:13][C:12]([C:15]([CH2:33][CH3:34])([C:18]2[CH:23]=[CH:22][C:21]([CH:24]=[CH:25][C:26]([CH2:30][CH3:31])([OH:29])[CH2:27][CH3:28])=[C:20]([CH3:32])[CH:19]=2)[CH2:16][CH3:17])=[CH:11][C:10]=1[CH3:35].C1COCC1.[OH-].[K+]. The catalyst is CO. The product is [CH2:16]([C:15]([C:12]1[CH:13]=[CH:14][C:9]([O:8][CH2:7][C:6](=[O:36])[CH2:5][CH2:4][C:3]([OH:37])=[O:2])=[C:10]([CH3:35])[CH:11]=1)([C:18]1[CH:23]=[CH:22][C:21](/[CH:24]=[CH:25]/[C:26]([CH2:27][CH3:28])([OH:29])[CH2:30][CH3:31])=[C:20]([CH3:32])[CH:19]=1)[CH2:33][CH3:34])[CH3:17]. The yield is 1.00.